From a dataset of Forward reaction prediction with 1.9M reactions from USPTO patents (1976-2016). Predict the product of the given reaction. (1) Given the reactants [Na].[N+:2]([C:5]1[CH:10]=[CH:9][CH:8]=[CH:7][C:6]=1[OH:11])([O-:4])=[O:3].C(=O)([O-])[O-].[Na+].[Na+].Cl.[CH3:19][N:20]1[CH:24]=[CH:23][N:22]=[C:21]1[CH2:25]Cl.O, predict the reaction product. The product is: [CH3:19][N:20]1[CH:24]=[CH:23][N:22]=[C:21]1[CH2:25][O:11][C:6]1[CH:7]=[CH:8][CH:9]=[CH:10][C:5]=1[N+:2]([O-:4])=[O:3]. (2) Given the reactants CCN(C(C)C)C(C)C.[O:10]1[CH:14]=[N:13][N:12]=[C:11]1[C:15]1[CH:23]=[CH:22][C:18]([C:19]([OH:21])=O)=[CH:17][CH:16]=1.C1C=CC2N(O)N=NC=2C=1.CCN=C=NCCCN(C)C.Cl.[NH2:46][CH2:47][C:48]([N:50]1[CH2:55][CH2:54][CH:53]([O:56][C:57]2[CH:62]=[CH:61][CH:60]=[CH:59][C:58]=2[Cl:63])[CH2:52][CH2:51]1)=[O:49], predict the reaction product. The product is: [Cl:63][C:58]1[CH:59]=[CH:60][CH:61]=[CH:62][C:57]=1[O:56][CH:53]1[CH2:52][CH2:51][N:50]([C:48](=[O:49])[CH2:47][NH:46][C:19](=[O:21])[C:18]2[CH:17]=[CH:16][C:15]([C:11]3[O:10][CH:14]=[N:13][N:12]=3)=[CH:23][CH:22]=2)[CH2:55][CH2:54]1.